From a dataset of Retrosynthesis with 50K atom-mapped reactions and 10 reaction types from USPTO. Predict the reactants needed to synthesize the given product. (1) Given the product COc1cc(OC(C)c2csc(-c3ccccc3)n2)c2cc(-c3cn4nc(OC)sc4n3)oc2c1, predict the reactants needed to synthesize it. The reactants are: CC(O)c1csc(-c2ccccc2)n1.COc1cc(O)c2cc(-c3cn4nc(OC)sc4n3)oc2c1. (2) Given the product COC1CCN(c2ccc([N+](=O)[O-])cn2)C1, predict the reactants needed to synthesize it. The reactants are: CI.O=[N+]([O-])c1ccc(N2CCC(O)C2)nc1. (3) Given the product COc1ccc(Cn2c(=O)n3ncnc3c3cc(C(C)N4C[C@H](C)O[C@H](C)C4)cnc32)cc1, predict the reactants needed to synthesize it. The reactants are: COc1ccc(Cn2c(=O)n3ncnc3c3cc(C(C)=O)cnc32)cc1.C[C@H]1CNC[C@@H](C)O1. (4) Given the product c1ccc(Nc2ccc3ncc(Cc4ccc5ncccc5c4)n3n2)cc1, predict the reactants needed to synthesize it. The reactants are: Clc1cccc(Nc2ccc3ncc(Cc4ccc5ncccc5c4)n3n2)c1. (5) Given the product CC(C)(C)OC(=O)N(CCOc1cc(Cl)cc(C(=O)N(CCC#N)c2ccccc2F)c1)c1ccncc1, predict the reactants needed to synthesize it. The reactants are: CC(C)(C)OC(=O)N(CCOc1cc(Cl)cc(C(=O)O)c1)c1ccncc1.N#CCCNc1ccccc1F.